From a dataset of Forward reaction prediction with 1.9M reactions from USPTO patents (1976-2016). Predict the product of the given reaction. (1) Given the reactants [H-].[Na+].[CH3:3][CH:4]1[CH2:9][CH2:8][CH2:7][CH:6]([OH:10])[CH2:5]1.[Cl:11][C:12]1[CH:17]=[C:16](Cl)[N:15]=[CH:14][N:13]=1.[Cl-].[NH4+], predict the reaction product. The product is: [Cl:11][C:12]1[CH:17]=[C:16]([O:10][CH:6]2[CH2:7][CH2:8][CH2:9][CH:4]([CH3:3])[CH2:5]2)[N:15]=[CH:14][N:13]=1. (2) Given the reactants I[C:2]1[C:10]2[C:5](=[N:6][CH:7]=[CH:8][CH:9]=2)[O:4][C:3]=1[C:11]1[CH:16]=[CH:15][C:14]([C:17]2([NH:21][C:22](=[O:28])[O:23][C:24]([CH3:27])([CH3:26])[CH3:25])[CH2:20][CH2:19][CH2:18]2)=[CH:13][CH:12]=1.[C:29]1(B(O)O)[CH:34]=[CH:33][CH:32]=[CH:31][CH:30]=1.C(=O)([O-])[O-].[Na+].[Na+], predict the reaction product. The product is: [C:29]1([C:2]2[C:10]3[C:5](=[N:6][CH:7]=[CH:8][CH:9]=3)[O:4][C:3]=2[C:11]2[CH:16]=[CH:15][C:14]([C:17]3([NH:21][C:22](=[O:28])[O:23][C:24]([CH3:27])([CH3:26])[CH3:25])[CH2:20][CH2:19][CH2:18]3)=[CH:13][CH:12]=2)[CH:34]=[CH:33][CH:32]=[CH:31][CH:30]=1. (3) Given the reactants [CH2:1]([CH2:3][NH2:4])[OH:2].[C:5]([O-:24])(=[O:23])[CH2:6][CH2:7][CH2:8][CH2:9][CH2:10][CH2:11][CH2:12][CH2:13][CH2:14][CH2:15][CH2:16][CH2:17][CH2:18][CH2:19][CH2:20][CH2:21][CH3:22].[Na+:25].[C:26](=[O:29])([O-:28])[O-:27].[K+:30].[K+].[C:32](=[O:35])([O-:34])[O-:33].[Na+].[Na+], predict the reaction product. The product is: [CH2:1]([CH2:3][NH2:4])[OH:2].[C:5]([O-:24])(=[O:23])[CH2:6][CH2:7][CH2:8][CH2:9][CH2:10][CH2:11][CH2:12][CH2:13][CH2:14][CH2:15][CH2:16][CH2:17][CH2:18][CH2:19][CH2:20][CH2:21][CH3:22].[Na+:25].[C:26](=[O:27])([O-:29])[O-:28].[K+:30].[K+:30].[C:32](=[O:33])([O-:35])[O-:34].[Na+:25].[Na+:25]. (4) Given the reactants [CH3:1][C:2]1[S:6][C:5]([C:7]#[C:8][CH2:9][OH:10])=[CH:4][CH:3]=1, predict the reaction product. The product is: [CH3:1][C:2]1[S:6][C:5]([CH2:7][CH2:8][CH2:9][OH:10])=[CH:4][CH:3]=1. (5) The product is: [C:1]([O:5][C:6]([C@@:8]1([CH2:31][C:32]([OH:34])=[O:33])[C@@H:12]([CH2:13][OH:14])[C:11](=[O:22])[N:10]([C@@H:23]([C:25]2[CH:26]=[CH:27][CH:28]=[CH:29][CH:30]=2)[CH3:24])[CH2:9]1)=[O:7])([CH3:2])([CH3:3])[CH3:4]. Given the reactants [C:1]([O:5][C:6]([C@@:8]1([CH2:31][C:32]([OH:34])=[O:33])[C@@H:12]([CH2:13][O:14]CC2C=CC=CC=2)[C:11](=[O:22])[N:10]([C@@H:23]([C:25]2[CH:30]=[CH:29][CH:28]=[CH:27][CH:26]=2)[CH3:24])[CH2:9]1)=[O:7])([CH3:4])([CH3:3])[CH3:2].[H][H], predict the reaction product. (6) Given the reactants [ClH:1].O(CCCNC(C)(C)CC1C=CC(OC)=CC=1)[C:3]1C=CC=C[CH:4]=1.Cl.[OH:26][CH:27]([CH2:42][O:43][C:44]1[CH:49]=[CH:48][C:47](OC)=[CH:46][CH:45]=1)[CH2:28][NH:29][C:30]([CH3:41])([CH3:40])[CH2:31][C:32]1[CH:37]=[CH:36][C:35]([O:38][CH3:39])=[CH:34][CH:33]=1, predict the reaction product. The product is: [ClH:1].[OH:26][CH:27]([CH2:42][O:43][C:44]1[CH:45]=[CH:46][CH:47]=[CH:48][C:49]=1[CH2:3][CH3:4])[CH2:28][NH:29][C:30]([CH3:41])([CH3:40])[CH2:31][C:32]1[CH:37]=[CH:36][C:35]([O:38][CH3:39])=[CH:34][CH:33]=1.